Dataset: Full USPTO retrosynthesis dataset with 1.9M reactions from patents (1976-2016). Task: Predict the reactants needed to synthesize the given product. (1) Given the product [OH:29][C:30]1[CH:31]=[CH:32][CH:33]=[C:34]2[C:39]=1[N:38]=[C:37](/[CH:40]=[CH:7]/[C:5]([O:4][CH2:2][CH3:3])=[O:6])[CH:36]=[CH:35]2, predict the reactants needed to synthesize it. The reactants are: [Br-].[CH2:2]([O:4][C:5]([CH2:7][P+](C1C=CC=CC=1)(C1C=CC=CC=1)C1C=CC=CC=1)=[O:6])[CH3:3].[H-].[Na+].[OH:29][C:30]1[CH:31]=[CH:32][CH:33]=[C:34]2[C:39]=1[N:38]=[C:37]([CH:40]=O)[CH:36]=[CH:35]2. (2) Given the product [CH3:1][O:2][C:3](=[O:34])[CH:4]([C:9]1[CH:10]=[C:11]([C:23]2[CH:28]=[C:27]([C:29]([F:30])([F:31])[F:32])[CH:26]=[C:25]([F:33])[CH:24]=2)[CH:12]=[C:13]([C:39]2[CH:38]=[C:37]([C:36]([F:51])([F:50])[F:35])[CH:42]=[C:41]([C:43]([F:46])([F:45])[F:44])[CH:40]=2)[CH:14]=1)[CH2:5][CH:6]([CH3:8])[CH3:7], predict the reactants needed to synthesize it. The reactants are: [CH3:1][O:2][C:3](=[O:34])[CH:4]([C:9]1[CH:10]=[C:11]([C:23]2[CH:28]=[C:27]([C:29]([F:32])([F:31])[F:30])[CH:26]=[C:25]([F:33])[CH:24]=2)[CH:12]=[C:13](OS(C(F)(F)F)(=O)=O)[CH:14]=1)[CH2:5][CH:6]([CH3:8])[CH3:7].[F:35][C:36]([F:51])([F:50])[C:37]1[CH:38]=[C:39](B(O)O)[CH:40]=[C:41]([C:43]([F:46])([F:45])[F:44])[CH:42]=1. (3) Given the product [CH3:25][C:9]1([C:10]2[C:15]([C:16]3[CH:21]=[CH:20][CH:19]=[CH:18][CH:17]=3)=[CH:14][C:13]([C:22]#[N:23])=[CH:12][CH:11]=2)[N:4]2[CH:3]=[N:2][CH:1]=[C:5]2[CH2:6][CH2:7][CH2:8]1, predict the reactants needed to synthesize it. The reactants are: [CH:1]1[N:2]=[CH:3][N:4]2[CH:9]([C:10]3[C:15]([C:16]4[CH:21]=[CH:20][CH:19]=[CH:18][CH:17]=4)=[CH:14][C:13]([C:22]#[N:23])=[CH:12][CH:11]=3)[CH2:8][CH2:7][CH2:6][C:5]=12.[Li+].[CH3:25][Si]([N-][Si](C)(C)C)(C)C.CI. (4) The reactants are: Cl[C:2]1[CH:11]=[CH:10][C:9]2[C:4](=[CH:5][CH:6]=[CH:7][C:8]=2[Cl:12])[N:3]=1.[NH:13]1[CH2:18][CH2:17][CH:16]([CH2:19][CH2:20][OH:21])[CH2:15][CH2:14]1. Given the product [Cl:12][C:8]1[CH:7]=[CH:6][CH:5]=[C:4]2[C:9]=1[CH:10]=[CH:11][C:2]([N:13]1[CH2:18][CH2:17][CH:16]([CH2:19][CH2:20][OH:21])[CH2:15][CH2:14]1)=[N:3]2, predict the reactants needed to synthesize it. (5) Given the product [NH2:6][C:5]1[S:1][N:2]=[C:3]([NH:7][C:22]([C:20]2[N:21]=[C:17]([C:15]3[CH:14]=[CH:13][C:12]4[O:8][CH2:9][CH2:10][C:11]=4[CH:16]=3)[S:18][CH:19]=2)=[O:23])[N:4]=1, predict the reactants needed to synthesize it. The reactants are: [S:1]1[C:5]([NH2:6])=[N:4][C:3]([NH2:7])=[N:2]1.[O:8]1[C:12]2[CH:13]=[CH:14][C:15]([C:17]3[S:18][CH:19]=[C:20]([C:22](O)=[O:23])[N:21]=3)=[CH:16][C:11]=2[CH2:10][CH2:9]1.CN(C(ON1N=NC2C=CC=CC1=2)=[N+](C)C)C.F[P-](F)(F)(F)(F)F.CCN(C(C)C)C(C)C. (6) Given the product [CH3:14][O:15][CH2:16][CH2:17][CH2:18][N:19]1[CH:20]([C:21]2[S:22][CH:23]=[CH:24][CH:25]=2)[CH:2]([C:1]([OH:13])=[O:12])[C:3]2[C:4](=[CH:8][CH:9]=[CH:10][CH:11]=2)[C:5]1=[O:7], predict the reactants needed to synthesize it. The reactants are: [C:1]([OH:13])(=[O:12])[CH2:2][C:3]1[C:4](=[CH:8][CH:9]=[CH:10][CH:11]=1)[C:5]([OH:7])=O.[CH3:14][O:15][CH2:16][CH2:17][CH2:18][N:19]=[CH:20][C:21]1[S:22][CH:23]=[CH:24][CH:25]=1.C(=O)([O-])[O-].[Na+].[Na+].